This data is from Full USPTO retrosynthesis dataset with 1.9M reactions from patents (1976-2016). The task is: Predict the reactants needed to synthesize the given product. (1) Given the product [CH3:3][O:4][C:5]1[CH:6]=[CH:7][C:8]([CH2:9][N:10]2[CH:14]=[C:13]([C:15]([OH:17])=[O:16])[C:12]([C:20]([F:21])([F:22])[F:23])=[N:11]2)=[CH:24][CH:25]=1, predict the reactants needed to synthesize it. The reactants are: [Li+].[OH-].[CH3:3][O:4][C:5]1[CH:25]=[CH:24][C:8]([CH2:9][N:10]2[CH:14]=[C:13]([C:15]([O:17]CC)=[O:16])[C:12]([C:20]([F:23])([F:22])[F:21])=[N:11]2)=[CH:7][CH:6]=1.Cl. (2) Given the product [OH:5][CH:6]([CH3:35])[CH:7]([N:9]1[C:13](=[O:14])[N:12]([C:15]2[CH:16]=[CH:17][C:18]([N:21]3[CH2:22][CH2:23][N:24]([C:27]4[CH:28]=[CH:29][C:30]([O:33][CH3:34])=[CH:31][CH:32]=4)[CH2:25][CH2:26]3)=[CH:19][CH:20]=2)[CH:11]=[N:10]1)[CH3:8], predict the reactants needed to synthesize it. The reactants are: CS([O:5][CH:6]([CH3:35])[CH:7]([N:9]1[C:13](=[O:14])[N:12]([C:15]2[CH:20]=[CH:19][C:18]([N:21]3[CH2:26][CH2:25][N:24]([C:27]4[CH:32]=[CH:31][C:30]([O:33][CH3:34])=[CH:29][CH:28]=4)[CH2:23][CH2:22]3)=[CH:17][CH:16]=2)[CH:11]=[N:10]1)[CH3:8])(=O)=O.[OH-].[K+]. (3) Given the product [CH2:1]1[C:9]2[C:4](=[CH:5][C:6]([CH:10]([O:31][C:36]3[CH:37]=[CH:38][C:33]([F:32])=[CH:34][CH:35]=3)[CH2:11][CH2:12][N:13]3[CH2:14][CH2:15][CH:16]([C:19]4[CH:20]=[C:21]([NH:25][C:26](=[O:30])[CH:27]([CH3:28])[CH3:29])[CH:22]=[CH:23][CH:24]=4)[CH2:17][CH2:18]3)=[CH:7][CH:8]=2)[CH2:3][CH2:2]1, predict the reactants needed to synthesize it. The reactants are: [CH2:1]1[C:9]2[C:4](=[CH:5][C:6]([CH:10]([OH:31])[CH2:11][CH2:12][N:13]3[CH2:18][CH2:17][CH:16]([C:19]4[CH:20]=[C:21]([NH:25][C:26](=[O:30])[CH:27]([CH3:29])[CH3:28])[CH:22]=[CH:23][CH:24]=4)[CH2:15][CH2:14]3)=[CH:7][CH:8]=2)[CH2:3][CH2:2]1.[F:32][C:33]1[CH:38]=[CH:37][C:36](O)=[CH:35][CH:34]=1. (4) Given the product [CH:1]([O:4][C:5]1[CH:10]=[CH:9][C:8]([CH2:11][CH2:12][CH2:13][O:14][C:27]2[CH:31]=[C:30]([CH2:32][CH2:33][C:34]([OH:36])=[O:35])[N:29]([C:39]3[CH:44]=[CH:43][CH:42]=[CH:41][CH:40]=3)[N:28]=2)=[C:7]([O:15][C:16]2[CH:21]=[CH:20][C:19]([C:22]([F:25])([F:23])[F:24])=[CH:18][N:17]=2)[CH:6]=1)([CH3:3])[CH3:2], predict the reactants needed to synthesize it. The reactants are: [CH:1]([O:4][C:5]1[CH:10]=[CH:9][C:8]([CH2:11][CH2:12][CH2:13][OH:14])=[C:7]([O:15][C:16]2[CH:21]=[CH:20][C:19]([C:22]([F:25])([F:24])[F:23])=[CH:18][N:17]=2)[CH:6]=1)([CH3:3])[CH3:2].O[C:27]1[CH:31]=[C:30]([CH2:32][CH2:33][C:34]([O:36]CC)=[O:35])[N:29]([C:39]2[CH:44]=[CH:43][CH:42]=[CH:41][CH:40]=2)[N:28]=1.C(P(CCCC)CCCC)CCC.N(C(N1CCCCC1)=O)=NC(N1CCCCC1)=O.O1CCCC1CO.[OH-].[Na+].Cl. (5) Given the product [ClH:17].[F:1][C:2]1[CH:3]=[C:4]([CH:7]=[CH:8][C:9]=1[O:10][CH3:11])[CH:5]=[N:16][NH:15][C:12]([NH2:14])=[NH:13], predict the reactants needed to synthesize it. The reactants are: [F:1][C:2]1[CH:3]=[C:4]([CH:7]=[CH:8][C:9]=1[O:10][CH3:11])[CH:5]=O.[C:12]([NH:15][NH2:16])([NH2:14])=[NH:13].[ClH:17]. (6) The reactants are: [Cl:1][C:2]1[CH:3]=[C:4]([C@@H:8]([OH:27])[CH2:9][N:10]([CH2:18][CH2:19][C:20]2[CH:25]=[CH:24][C:23]([OH:26])=[CH:22][CH:21]=2)[C:11](=[O:17])[O:12][C:13]([CH3:16])([CH3:15])[CH3:14])[CH:5]=[CH:6][CH:7]=1.[CH3:28][O:29][C:30]([C:32]1[CH:37]=[CH:36][C:35](B(O)O)=[CH:34][CH:33]=1)=[O:31].C(N(CC)CC)C. Given the product [C:13]([O:12][C:11]([N:10]([CH2:9][C@@H:8]([C:4]1[CH:5]=[CH:6][CH:7]=[C:2]([Cl:1])[CH:3]=1)[OH:27])[CH2:18][CH2:19][C:20]1[CH:25]=[CH:24][C:23]([O:26][C:35]2[CH:36]=[CH:37][C:32]([C:30]([O:29][CH3:28])=[O:31])=[CH:33][CH:34]=2)=[CH:22][CH:21]=1)=[O:17])([CH3:16])([CH3:14])[CH3:15], predict the reactants needed to synthesize it.